Dataset: Catalyst prediction with 721,799 reactions and 888 catalyst types from USPTO. Task: Predict which catalyst facilitates the given reaction. (1) Reactant: [C:1]([OH:6])(=[O:5])[C:2]([OH:4])=[O:3].[F:7][C:8]1[CH:9]=[CH:10][CH:11]=[C:12]2[C:19]=1[C:15]([CH2:16][CH2:17][NH2:18])=[CH:14][NH:13]2.CO.CCOCC. Product: [C:1]([OH:6])(=[O:5])[C:2]([OH:4])=[O:3].[F:7][C:8]1[CH:9]=[CH:10][CH:11]=[C:12]2[C:19]=1[C:15]([CH2:16][CH2:17][NH2:18])=[CH:14][NH:13]2. The catalyst class is: 10. (2) Reactant: CS(O)(=O)=O.[NH2:6][C:7]1[N:12]=[C:11]([NH:13][C:14](=[O:19])[CH:15]=[C:16]([CH3:18])[CH3:17])[CH:10]=[CH:9][CH:8]=1.[Al+3].[Cl-].[Cl-].[Cl-].[OH-].[Na+]. Product: [NH2:6][C:7]1[N:12]=[C:11]2[C:10]([C:16]([CH3:17])([CH3:18])[CH2:15][C:14](=[O:19])[NH:13]2)=[CH:9][CH:8]=1. The catalyst class is: 4. (3) Reactant: C(OC([N:8]1[CH2:13][CH2:12][CH:11]([C:14]2[CH:19]=[CH:18][C:17]([NH:20][C:21]([C:23]3[N:24](COCC[Si](C)(C)C)[CH:25]=[C:26]([C:28]#[N:29])[N:27]=3)=[O:22])=[C:16]([C:38]3[CH2:44][CH2:43][CH2:42][CH2:41][CH2:40][CH:39]=3)[CH:15]=2)[CH2:10][CH2:9]1)=O)(C)(C)C.CO.C(O)(C(F)(F)F)=O. Product: [C:38]1([C:16]2[CH:15]=[C:14]([CH:11]3[CH2:12][CH2:13][NH:8][CH2:9][CH2:10]3)[CH:19]=[CH:18][C:17]=2[NH:20][C:21]([C:23]2[NH:24][CH:25]=[C:26]([C:28]#[N:29])[N:27]=2)=[O:22])[CH2:44][CH2:43][CH2:42][CH2:41][CH2:40][CH:39]=1. The catalyst class is: 2. (4) Reactant: [CH2:1]([P:3]([CH2:6][CH:7]([CH3:10])[CH2:8][OH:9])(=[O:5])[OH:4])[CH3:2].[O-]CCCC.[O-]CCCC.[O-]CCCC.[O-]CCCC.[Ti+4:31]. Product: [Ti+4:31].[CH2:1]([P:3]([CH2:6][CH:7]([CH3:10])[CH2:8][OH:9])(=[O:4])[O-:5])[CH3:2].[CH2:1]([P:3]([CH2:6][CH:7]([CH3:10])[CH2:8][OH:9])(=[O:4])[O-:5])[CH3:2].[CH2:1]([P:3]([CH2:6][CH:7]([CH3:10])[CH2:8][OH:9])(=[O:4])[O-:5])[CH3:2].[CH2:1]([P:3]([CH2:6][CH:7]([CH3:10])[CH2:8][OH:9])(=[O:4])[O-:5])[CH3:2]. The catalyst class is: 11. (5) Reactant: [NH2:1][C:2]1[CH:3]=[CH:4]C=[C:6]2[C:11](=O)[NH:10]C(=O)[C:7]=12.CS(O)(=O)=O.[C:18](O)([C:20](F)(F)F)=[O:19]. Product: [NH2:1][C:2]1[CH:7]=[C:6]2[C:20](=[CH:4][CH:3]=1)[C:18](=[O:19])[NH:10][CH2:11]2. The catalyst class is: 45. (6) Reactant: [CH2:1]([O:8][C:9]1[CH:14]=[CH:13][N:12]=[C:11](Cl)[N:10]=1)[C:2]1[CH:7]=[CH:6][CH:5]=[CH:4][CH:3]=1.CC1(C)C(C)(C)OB([C:24]2[CH:29]=[CH:28][C:27]([CH2:30][C:31]#[N:32])=[CH:26][CH:25]=2)O1.C([O-])([O-])=O.[Na+].[Na+].O1CCOCC1. Product: [CH2:1]([O:8][C:9]1[CH:14]=[CH:13][N:12]=[C:11]([C:24]2[CH:29]=[CH:28][C:27]([CH2:30][C:31]#[N:32])=[CH:26][CH:25]=2)[N:10]=1)[C:2]1[CH:7]=[CH:6][CH:5]=[CH:4][CH:3]=1. The catalyst class is: 6.